Dataset: Full USPTO retrosynthesis dataset with 1.9M reactions from patents (1976-2016). Task: Predict the reactants needed to synthesize the given product. (1) Given the product [F:18][C:16]1[CH:17]=[C:9]([O:8][C:4]2[CH:5]=[N:6][CH:7]=[C:2]([NH:1][S:31]([CH:28]([CH3:30])[CH3:29])(=[O:33])=[O:32])[CH:3]=2)[C:10]([C:11]([NH2:13])=[O:12])=[C:14]([NH:19][C:20]2[CH:25]=[CH:24][C:23]([I:26])=[CH:22][C:21]=2[F:27])[CH:15]=1, predict the reactants needed to synthesize it. The reactants are: [NH2:1][C:2]1[CH:3]=[C:4]([O:8][C:9]2[CH:17]=[C:16]([F:18])[CH:15]=[C:14]([NH:19][C:20]3[CH:25]=[CH:24][C:23]([I:26])=[CH:22][C:21]=3[F:27])[C:10]=2[C:11]([NH2:13])=[O:12])[CH:5]=[N:6][CH:7]=1.[CH:28]([S:31](Cl)(=[O:33])=[O:32])([CH3:30])[CH3:29].S(Cl)(Cl)(=O)=O. (2) Given the product [CH2:1]([N:8]1[CH2:13][CH:14]([C:26]2[CH:31]=[CH:30][C:29]([Cl:32])=[C:28]([Cl:33])[CH:27]=2)[CH:15]([CH2:16][O:17][Si:18]([C:21]([CH3:24])([CH3:22])[CH3:23])([CH3:19])[CH3:20])[O:25][CH2:10][C:9]1=[O:12])[C:2]1[CH:3]=[CH:4][CH:5]=[CH:6][CH:7]=1, predict the reactants needed to synthesize it. The reactants are: [CH2:1]([N:8]([CH2:13][C@@H:14]([C:26]1[CH:31]=[CH:30][C:29]([Cl:32])=[C:28]([Cl:33])[CH:27]=1)[C@H:15]([OH:25])[CH2:16][O:17][Si:18]([C:21]([CH3:24])([CH3:23])[CH3:22])([CH3:20])[CH3:19])[C:9](=[O:12])[CH2:10]Cl)[C:2]1[CH:7]=[CH:6][CH:5]=[CH:4][CH:3]=1.CC(C)([O-])C.[Na+].O. (3) Given the product [F:1][C:2]([F:7])([F:6])[C:3]([OH:5])=[O:4].[CH3:37][C@@H:36]([NH:35][CH2:34][C:32]1[CH:33]=[C:28]([C:25]2[CH:26]=[C:27]3[C:22](=[C:23]([C:43]([NH2:45])=[O:44])[CH:24]=2)[NH:21][CH:20]=[C:19]3[CH:16]2[CH2:15][CH2:14][N:13]([S:10]([CH2:8][CH3:9])(=[O:11])=[O:12])[CH2:18][CH2:17]2)[CH:29]=[C:30]([F:42])[CH:31]=1)[CH:47]([CH3:51])[CH3:48], predict the reactants needed to synthesize it. The reactants are: [F:1][C:2]([F:7])([F:6])[C:3]([OH:5])=[O:4].[CH2:8]([S:10]([N:13]1[CH2:18][CH2:17][CH:16]([C:19]2[C:27]3[C:22](=[C:23]([C:43]([NH2:45])=[O:44])[CH:24]=[C:25]([C:28]4[CH:33]=[C:32]([CH2:34][NH:35][CH2:36][C@@H:37]5CCCO5)[CH:31]=[C:30]([F:42])[CH:29]=4)[CH:26]=3)[NH:21][CH:20]=2)[CH2:15][CH2:14]1)(=[O:12])=[O:11])[CH3:9].O1CC[CH2:48][C@H:47]1[CH2:51]N. (4) Given the product [CH2:21]([O:20][C:18](=[O:19])[CH2:17][NH:6][C:5]1[CH:7]=[CH:8][C:2]([Br:1])=[C:3]([Cl:9])[CH:4]=1)[CH3:22], predict the reactants needed to synthesize it. The reactants are: [Br:1][C:2]1[CH:8]=[CH:7][C:5]([NH2:6])=[CH:4][C:3]=1[Cl:9].C(=O)([O-])[O-].[Na+].[Na+].Br[CH2:17][C:18]([O:20][CH2:21][CH3:22])=[O:19].